Predict the reactants needed to synthesize the given product. From a dataset of Full USPTO retrosynthesis dataset with 1.9M reactions from patents (1976-2016). (1) Given the product [C:24]([NH:23][C@H:22]([C:21]([NH:20][C@H:19]([C:18]([N:7]1[CH2:8][CH:9]([O:11][C:12]2[CH:17]=[CH:16][CH:15]=[CH:14][CH:13]=2)[CH2:10][C@H:6]1[C:5]([OH:40])=[O:4])=[O:39])[CH:36]([CH3:38])[CH3:37])=[O:35])[CH2:27][C:28]1[CH:29]=[CH:30][C:31]([OH:34])=[CH:32][CH:33]=1)(=[O:26])[CH3:25], predict the reactants needed to synthesize it. The reactants are: [OH-].[Li+].C[O:4][C:5](=[O:40])[C@@H:6]1[CH2:10][CH:9]([O:11][C:12]2[CH:17]=[CH:16][CH:15]=[CH:14][CH:13]=2)[CH2:8][N:7]1[C:18](=[O:39])[C@H:19]([CH:36]([CH3:38])[CH3:37])[NH:20][C:21](=[O:35])[C@H:22]([CH2:27][C:28]1[CH:33]=[CH:32][C:31]([OH:34])=[CH:30][CH:29]=1)[NH:23][C:24](=[O:26])[CH3:25].Cl. (2) Given the product [N+:32]([CH2:35][CH:9]1[CH2:8][CH2:7][C:6]2[CH:1]=[CH:2][CH:3]=[CH:4][C:5]=2[CH2:11][CH2:10]1)([O-:34])=[O:33], predict the reactants needed to synthesize it. The reactants are: [CH:1]1[C:6]2[CH2:7][CH2:8][CH:9]=[CH:10][C:11](=O)[C:5]=2[CH:4]=[CH:3][CH:2]=1.C1CCN2C(=NCCC2)CC1.Cl.C([SiH](CC)CC)C.[N+:32]([CH3:35])([O-:34])=[O:33]. (3) Given the product [F:1][C:2]1[CH:7]=[CH:6][C:5]([N:8]2[C:20](=[O:22])[C:14]([C:15]([O:17][CH2:18][CH3:19])=[O:16])=[C:11]([CH3:12])[N:9]2[CH3:10])=[CH:4][CH:3]=1, predict the reactants needed to synthesize it. The reactants are: [F:1][C:2]1[CH:7]=[CH:6][C:5]([NH:8][NH:9][CH3:10])=[CH:4][CH:3]=1.[C:11]([CH:14]([C:20]([O:22]CC)=O)[C:15]([O:17][CH2:18][CH3:19])=[O:16])(=O)[CH3:12].C(O)(=O)C.CO. (4) Given the product [F:8][C:6]1[CH:5]=[CH:4][C:3]([N+:9]([O-:11])=[O:10])=[C:2]([C:12]2[CH:17]=[CH:16][CH:15]=[CH:14][CH:13]=2)[CH:7]=1, predict the reactants needed to synthesize it. The reactants are: Br[C:2]1[CH:7]=[C:6]([F:8])[CH:5]=[CH:4][C:3]=1[N+:9]([O-:11])=[O:10].[C:12]1(B(O)O)[CH:17]=[CH:16][CH:15]=[CH:14][CH:13]=1.C(=O)([O-])[O-].[Na+].[Na+].O. (5) Given the product [N+:5]([C:8]1[CH:13]=[CH:12][C:11]([S:14]([NH:24][C:23]2[CH:25]=[CH:26][C:20]([C:19]([F:18])([F:27])[F:28])=[CH:21][CH:22]=2)(=[O:16])=[O:15])=[CH:10][CH:9]=1)([O-:7])=[O:6], predict the reactants needed to synthesize it. The reactants are: C(O)(=O)C.[N+:5]([C:8]1[CH:13]=[CH:12][C:11]([S:14](Cl)(=[O:16])=[O:15])=[CH:10][CH:9]=1)([O-:7])=[O:6].[F:18][C:19]([F:28])([F:27])[C:20]1[CH:26]=[CH:25][C:23]([NH2:24])=[CH:22][CH:21]=1.C([O-])(=O)C.[Na+]. (6) The reactants are: C(OC1[CH:12]=[CH:11][C:8]([CH:9]=[CH2:10])=[CH:7][CH:6]=1)(=O)C.C(O[C:18]([O:20][C:21]([O:23][C:24]([CH3:27])([CH3:26])[CH3:25])=[O:22])=O)(C)(C)C.[OH-].C[N+](C)(C)C. Given the product [C:24]([O:23][C:21]([O:20][C:18]1[CH:10]=[CH:9][C:8]([CH:11]=[CH2:12])=[CH:7][CH:6]=1)=[O:22])([CH3:25])([CH3:26])[CH3:27], predict the reactants needed to synthesize it. (7) Given the product [CH2:12]([O:11][C:9](=[O:10])[C:7]1[CH:8]=[C:3]([C:1]#[N:2])[C:4]([N:16]2[CH2:21][CH2:20][CH:19]([C:22](=[O:24])[NH:37][S:34]([CH2:33][C:27]3[CH:28]=[CH:29][CH:30]=[C:31]([F:32])[C:26]=3[F:25])(=[O:35])=[O:36])[CH2:18][CH2:17]2)=[N:5][C:6]=1[O:14][CH3:15])[CH3:13], predict the reactants needed to synthesize it. The reactants are: [C:1]([C:3]1[C:4]([N:16]2[CH2:21][CH2:20][CH:19]([C:22]([OH:24])=O)[CH2:18][CH2:17]2)=[N:5][C:6]([O:14][CH3:15])=[C:7]([C:9]([O:11][CH2:12][CH3:13])=[O:10])[CH:8]=1)#[N:2].[F:25][C:26]1[C:31]([F:32])=[CH:30][CH:29]=[CH:28][C:27]=1[CH2:33][S:34]([NH2:37])(=[O:36])=[O:35].